Predict the reactants needed to synthesize the given product. From a dataset of Full USPTO retrosynthesis dataset with 1.9M reactions from patents (1976-2016). (1) Given the product [CH3:8][O:9][C:10]1[CH:11]=[C:12]([CH:30]=[C:31]([O:33][CH3:34])[CH:32]=1)[C:13]([NH:15][C:16]1[S:17][CH:18]=[C:19]([C:21]2[CH:22]=[C:23]3[C:27](=[CH:28][CH:29]=2)[N:26]([C:47](=[O:48])[CH2:46][O:45][CH3:44])[CH2:25][CH2:24]3)[N:20]=1)=[O:14], predict the reactants needed to synthesize it. The reactants are: FC(F)(F)C([O-])=O.[CH3:8][O:9][C:10]1[CH:11]=[C:12]([CH:30]=[C:31]([O:33][CH3:34])[CH:32]=1)[C:13]([NH:15][C:16]1[S:17][CH:18]=[C:19]([C:21]2[CH:22]=[C:23]3[C:27](=[CH:28][CH:29]=2)[NH2+:26][CH2:25][CH2:24]3)[N:20]=1)=[O:14].C(N(CC)C(C)C)(C)C.[CH3:44][O:45][CH2:46][C:47](Cl)=[O:48]. (2) Given the product [C:30]1([C:29]2[C:28]3[CH:36]=[CH:37][CH:38]=[CH:39][C:27]=3[O:26][C:25]=2[CH:23]([NH2:20])[CH3:24])[CH:31]=[CH:32][CH:33]=[CH:34][CH:35]=1, predict the reactants needed to synthesize it. The reactants are: C1(P(C2C=CC=CC=2)C2C=CC=CC=2)C=CC=CC=1.[N:20]([CH:23]([C:25]1[O:26][C:27]2[CH:39]=[CH:38][CH:37]=[CH:36][C:28]=2[C:29]=1[C:30]1[CH:35]=[CH:34][CH:33]=[CH:32][CH:31]=1)[CH3:24])=[N+]=[N-].